Dataset: Forward reaction prediction with 1.9M reactions from USPTO patents (1976-2016). Task: Predict the product of the given reaction. (1) Given the reactants Cl[C:2]1[N:3]=[C:4]([NH:12][CH2:13][C:14]#[CH:15])[C:5]2[S:10][CH:9]=[C:8]([CH3:11])[C:6]=2[N:7]=1.[CH2:16]([NH2:19])[CH:17]=[CH2:18].C(=O)([O-])O.[Na+], predict the reaction product. The product is: [CH2:16]([NH:19][C:2]1[N:3]=[C:4]([NH:12][CH2:13][C:14]#[CH:15])[C:5]2[S:10][CH:9]=[C:8]([CH3:11])[C:6]=2[N:7]=1)[CH:17]=[CH2:18]. (2) Given the reactants C(NC1C=CC(C2C=C3C(CN([C@@H](C(C)C)C(O)=O)C3=O)=CC=2)=CC=1)(=O)C1C=CC=CC=1.[CH3:33][CH:34]([CH3:70])[C@H:35]([N:40]1[CH2:48][C:47]2[C:42](=[CH:43][C:44]([C:49]3[CH:54]=[CH:53][C:52]([NH:55][C:56]([C:58]4[S:59][C:60]([C:63]5[CH:68]=[CH:67][CH:66]=[CH:65][CH:64]=5)=[CH:61][N:62]=4)=[O:57])=[CH:51][N:50]=3)=[CH:45][CH:46]=2)[C:41]1=[O:69])[C:36]([O:38]C)=[O:37], predict the reaction product. The product is: [CH3:33][CH:34]([CH3:70])[C@H:35]([N:40]1[CH2:48][C:47]2[C:42](=[CH:43][C:44]([C:49]3[CH:54]=[CH:53][C:52]([NH:55][C:56]([C:58]4[S:59][C:60]([C:63]5[CH:68]=[CH:67][CH:66]=[CH:65][CH:64]=5)=[CH:61][N:62]=4)=[O:57])=[CH:51][N:50]=3)=[CH:45][CH:46]=2)[C:41]1=[O:69])[C:36]([OH:38])=[O:37].